From a dataset of Catalyst prediction with 721,799 reactions and 888 catalyst types from USPTO. Predict which catalyst facilitates the given reaction. (1) Reactant: [C:1]([O:5][C:6](=[O:37])[CH2:7][C:8]1[CH:9]=[C:10]([CH3:36])[C:11]([O:14][CH2:15][CH2:16][C@@H:17]2[CH2:19][C@@H:18]2[CH:20]2[CH2:25][CH2:24][N:23](C(OCC3C=CC=CC=3)=O)[CH2:22][CH2:21]2)=[N:12][CH:13]=1)([CH3:4])([CH3:3])[CH3:2].[H][H]. Product: [CH3:36][C:10]1[CH:9]=[C:8]([CH2:7][C:6]([O:5][C:1]([CH3:4])([CH3:3])[CH3:2])=[O:37])[CH:13]=[N:12][C:11]=1[O:14][CH2:15][CH2:16][C@@H:17]1[CH2:19][C@@H:18]1[CH:20]1[CH2:21][CH2:22][NH:23][CH2:24][CH2:25]1. The catalyst class is: 50. (2) Product: [NH:2]([C:6](=[O:5])[C:7]([NH:9][C:10]1[CH:11]=[CH:12][C:13]([O:16][CH:17]2[CH2:22][CH2:21][C:20]([CH3:28])([C:23]([O:25][CH2:26][CH3:27])=[O:24])[CH2:19][CH2:18]2)=[N:14][CH:15]=1)=[O:8])[NH2:3]. Reactant: O.[NH2:2][NH2:3].C[O:5][C:6](=O)[C:7]([NH:9][C:10]1[CH:11]=[CH:12][C:13]([O:16][CH:17]2[CH2:22][CH2:21][C:20]([CH3:28])([C:23]([O:25][CH2:26][CH3:27])=[O:24])[CH2:19][CH2:18]2)=[N:14][CH:15]=1)=[O:8]. The catalyst class is: 8. (3) Reactant: [CH3:1][C:2]1[C:10]2[C:5](=[CH:6][CH:7]=[C:8]([CH3:32])[C:9]=2[C:11]2[N:12]=[C:13](O)[C:14]3[CH2:20][N:19]([C:21]4[CH:26]=[C:25]([CH:27]([CH3:29])[CH3:28])[CH:24]=[CH:23][C:22]=4[CH3:30])[CH2:18][CH2:17][C:15]=3[N:16]=2)[NH:4][N:3]=1.[CH3:33][N+](C)=C[Cl:36].[Cl-:38].[OH2:39]. Product: [Cl:36][C:13]1[C:14]2[CH2:20][N:19]([C:21]3[CH:26]=[C:25]([CH:27]([CH3:29])[CH3:28])[CH:24]=[CH:23][C:22]=3[CH3:30])[CH2:18][CH2:17][C:15]=2[N:16]=[C:11]([C:9]2[C:8]([CH3:32])=[CH:7][CH:6]=[C:5]3[C:10]=2[C:2]([CH3:1])=[N:3][NH:4]3)[N:12]=1.[Cl:38][C:13]1[C:14]2[CH2:20][N:19]([C:21]3[CH:26]=[C:25]([CH:27]([CH3:28])[CH3:29])[CH:24]=[CH:23][C:22]=3[CH3:30])[CH2:18][CH2:17][C:15]=2[N:16]=[C:11]([C:9]2[C:8]([CH3:32])=[CH:7][CH:6]=[C:5]3[C:10]=2[C:2]([CH3:1])=[N:3][N:4]3[CH:33]=[O:39])[N:12]=1. The catalyst class is: 26. (4) Reactant: [CH2:1]([O:3]N)[CH3:2].Cl.[CH2:6](Cl)Cl.[BH3-][C:10]#[N:11].[Na+].Cl.N1[CH:19]=[CH:18][CH:17]=[CH:16][CH:15]=1. Product: [CH2:1]([O:3][NH:11][CH2:10][C:15]1[CH:6]=[CH:19][CH:18]=[CH:17][CH:16]=1)[CH3:2]. The catalyst class is: 14. (5) Reactant: [Cl:1][C:2]1[CH:7]=[CH:6][C:5]([C:8]2[S:16][C:15]3[C:14](=[O:17])[N:13]([C:18]4[CH:23]=[CH:22][C:21]([N:24]5[CH2:28][CH2:27][C@@H:26]([OH:29])[CH2:25]5)=[C:20]([O:30][CH3:31])[CH:19]=4)[CH:12]=[N:11][C:10]=3[CH:9]=2)=[CH:4][CH:3]=1.[C:32](Cl)(=[O:39])[C:33]1[CH:38]=[CH:37][CH:36]=[CH:35][CH:34]=1. Product: [C:32]([O:29][C@@H:26]1[CH2:27][CH2:28][N:24]([C:21]2[CH:22]=[CH:23][C:18]([N:13]3[C:14](=[O:17])[C:15]4[S:16][C:8]([C:5]5[CH:6]=[CH:7][C:2]([Cl:1])=[CH:3][CH:4]=5)=[CH:9][C:10]=4[N:11]=[CH:12]3)=[CH:19][C:20]=2[O:30][CH3:31])[CH2:25]1)(=[O:39])[C:33]1[CH:38]=[CH:37][CH:36]=[CH:35][CH:34]=1. The catalyst class is: 228.